Dataset: Catalyst prediction with 721,799 reactions and 888 catalyst types from USPTO. Task: Predict which catalyst facilitates the given reaction. (1) Reactant: Cl[C:2]1[C:11]2[C:6](=[CH:7][CH:8]=[CH:9][CH:10]=2)[N:5]=[C:4]([C:12]2[CH:17]=[CH:16][CH:15]=[CH:14][C:13]=2[F:18])[C:3]=1[CH3:19].[O:20]1[CH2:25][CH2:24][N:23]([C:26]2[CH:32]=[CH:31][C:30]([C:33]3[CH:34]=[N:35][CH:36]=[CH:37][CH:38]=3)=[CH:29][C:27]=2[NH2:28])[CH2:22][CH2:21]1.Cl.O1CCOCC1. Product: [F:18][C:13]1[CH:14]=[CH:15][CH:16]=[CH:17][C:12]=1[C:4]1[C:3]([CH3:19])=[C:2]([NH:28][C:27]2[CH:29]=[C:30]([C:33]3[CH:34]=[N:35][CH:36]=[CH:37][CH:38]=3)[CH:31]=[CH:32][C:26]=2[N:23]2[CH2:24][CH2:25][O:20][CH2:21][CH2:22]2)[C:11]2[C:6](=[CH:7][CH:8]=[CH:9][CH:10]=2)[N:5]=1. The catalyst class is: 37. (2) Reactant: [CH3:1][O:2][C:3]([C:5]1[CH:6]=[C:7]([C:12]2[CH:17]=[CH:16][C:15]([CH3:18])=[CH:14][CH:13]=2)[CH:8]=[C:9]([NH2:11])[CH:10]=1)=[O:4].[Br:19][C:20]1[CH:25]=[CH:24][CH:23]=[CH:22][C:21]=1[CH2:26][C:27](Cl)=[O:28]. Product: [CH3:1][O:2][C:3]([C:5]1[CH:6]=[C:7]([C:12]2[CH:17]=[CH:16][C:15]([CH3:18])=[CH:14][CH:13]=2)[CH:8]=[C:9]([NH:11][C:27](=[O:28])[CH2:26][C:21]2[CH:22]=[CH:23][CH:24]=[CH:25][C:20]=2[Br:19])[CH:10]=1)=[O:4]. The catalyst class is: 377. (3) Reactant: [NH2:1][C:2]1[C:7]([CH3:8])=[CH:6][C:5]([C:9]2[CH:10]=[CH:11][N:12]3[C:17]([C:18]=2[CH3:19])=[C:16]([CH:20]2[CH2:22][CH2:21]2)[CH:15]=[C:14]([C:23]([O:25]CC)=[O:24])[C:13]3=[O:28])=[C:4]([Cl:29])[CH:3]=1.[Li+].[OH-].Cl.C(OCC)(=O)C. Product: [NH2:1][C:2]1[C:7]([CH3:8])=[CH:6][C:5]([C:9]2[CH:10]=[CH:11][N:12]3[C:17]([C:18]=2[CH3:19])=[C:16]([CH:20]2[CH2:21][CH2:22]2)[CH:15]=[C:14]([C:23]([OH:25])=[O:24])[C:13]3=[O:28])=[C:4]([Cl:29])[CH:3]=1. The catalyst class is: 20. (4) Reactant: [C:1]([NH:4][C:5]1[CH:10]=[CH:9][N:8]=[CH:7][C:6]=1[C:11]([O:13]C)=O)(=[O:3])[CH3:2].[H-].[Na+].Br[CH2:18][C:19]1[CH:24]=[CH:23][CH:22]=[CH:21][CH:20]=1. Product: [CH2:18]([N:4]1[C:5]2[C:6](=[CH:7][N:8]=[CH:9][CH:10]=2)[C:11]([OH:13])=[CH:2][C:1]1=[O:3])[C:19]1[CH:24]=[CH:23][CH:22]=[CH:21][CH:20]=1. The catalyst class is: 7. (5) Reactant: C(O[C:4]([CH:6]1[CH2:11][CH2:10][CH2:9][CH2:8][C:7]1=O)=[O:5])C.[NH2:13][C:14]([NH2:16])=[O:15]. Product: [N:13]1[C:7]2[CH2:8][CH2:9][CH2:10][CH2:11][C:6]=2[C:4]([OH:5])=[N:16][C:14]=1[OH:15]. The catalyst class is: 14. (6) Reactant: [CH3:1][O-:2].[Na+].[Br:4][C:5]1[C:6](Cl)=[N:7][CH:8]=[N:9][C:10]=1[C:11]([F:14])([F:13])[F:12]. Product: [Br:4][C:5]1[C:6]([O:2][CH3:1])=[N:7][CH:8]=[N:9][C:10]=1[C:11]([F:14])([F:13])[F:12]. The catalyst class is: 5.